From a dataset of Forward reaction prediction with 1.9M reactions from USPTO patents (1976-2016). Predict the product of the given reaction. (1) Given the reactants O=[C:2]([NH:24][CH2:25][C:26]1[CH:31]=[CH:30][CH:29]=[CH:28][CH:27]=1)[CH2:3][C:4]([C:6]1[CH:7]=[CH:8][C:9]2[O:15][CH2:14][CH2:13][N:12]([C:16]([O:18][C:19]([CH3:22])([CH3:21])[CH3:20])=[O:17])[CH2:11][C:10]=2[CH:23]=1)=[O:5].COC1C=CC(P2(SP(C3C=CC(OC)=CC=3)(=S)S2)=[S:41])=CC=1, predict the reaction product. The product is: [C:26]1([CH2:25][NH:24][C:2](=[S:41])[CH2:3][C:4]([C:6]2[CH:7]=[CH:8][C:9]3[O:15][CH2:14][CH2:13][N:12]([C:16]([O:18][C:19]([CH3:22])([CH3:21])[CH3:20])=[O:17])[CH2:11][C:10]=3[CH:23]=2)=[O:5])[CH:31]=[CH:30][CH:29]=[CH:28][CH:27]=1. (2) Given the reactants [CH3:1][N:2]([CH:4]=[O:5])[CH3:3].N1[CH2:11][CH2:10][CH2:9][CH2:8]C1.[CH:12]1[CH:13]=CC2N(O)N=NC=2[CH:17]=1.[CH3:22]CN=C=NCCCN(C)C.Cl, predict the reaction product. The product is: [CH3:22][CH:9]([CH3:8])[CH2:10][CH2:11][C:4]([N:2]1[CH2:3][CH2:13][CH2:12][CH2:17][CH2:1]1)=[O:5]. (3) Given the reactants C(OC(=O)[NH:10][C@H:11]1[CH2:16][CH2:15][C@H:14]([CH2:17][NH:18][C:19]2[N:28]=[C:27]([N:29]([CH3:31])[CH3:30])[C:26]3[C:21](=[CH:22][CH:23]=[CH:24][CH:25]=3)[N:20]=2)[CH2:13][CH2:12]1)C1C=CC=CC=1, predict the reaction product. The product is: [NH2:10][C@H:11]1[CH2:16][CH2:15][C@H:14]([CH2:17][NH:18][C:19]2[N:28]=[C:27]([N:29]([CH3:31])[CH3:30])[C:26]3[C:21](=[CH:22][CH:23]=[CH:24][CH:25]=3)[N:20]=2)[CH2:13][CH2:12]1. (4) Given the reactants [H-].[Na+].[C:3]([CH2:5]P(=O)(OCC)OCC)#[N:4].[CH2:14]([N:21]([CH2:32][C:33]1[CH:38]=[CH:37][CH:36]=[CH:35][CH:34]=1)[C:22]1[N:27]=[C:26]2[C:28](=O)[CH2:29][CH2:30][C:25]2=[CH:24][CH:23]=1)[C:15]1[CH:20]=[CH:19][CH:18]=[CH:17][CH:16]=1, predict the reaction product. The product is: [CH2:14]([N:21]([CH2:32][C:33]1[CH:38]=[CH:37][CH:36]=[CH:35][CH:34]=1)[C:22]1[N:27]=[C:26]2[C:28](=[CH:5][C:3]#[N:4])[CH2:29][CH2:30][C:25]2=[CH:24][CH:23]=1)[C:15]1[CH:20]=[CH:19][CH:18]=[CH:17][CH:16]=1. (5) Given the reactants [C:1]([O:5][C:6]([C:8]1[C:12]2[CH2:13][C:14]([O:16][CH2:17][CH3:18])=[CH:15][C:11]=2[NH:10][N:9]=1)=[O:7])([CH3:4])([CH3:3])[CH3:2].N1C=CC=CC=1.[C:25]1([CH3:35])[CH:30]=[CH:29][C:28]([S:31](Cl)(=[O:33])=[O:32])=[CH:27][CH:26]=1, predict the reaction product. The product is: [C:1]([O:5][C:6]([C:8]1[C:12]2[CH2:13][C:14]([O:16][CH2:17][CH3:18])=[CH:15][C:11]=2[N:10]([S:31]([C:28]2[CH:29]=[CH:30][C:25]([CH3:35])=[CH:26][CH:27]=2)(=[O:33])=[O:32])[N:9]=1)=[O:7])([CH3:4])([CH3:3])[CH3:2]. (6) Given the reactants Br[C:2]1[CH:3]=[CH:4][C:5]2[CH:11]3[CH2:12][CH:9]([CH2:10]3)[N:8]3[C:13]([CH2:19][C:20]4([CH3:24])[CH2:23][O:22][CH2:21]4)=[C:14]([C:16]([NH2:18])=[O:17])[N:15]=[C:7]3[C:6]=2[CH:25]=1.[CH3:26][C:27]1[O:31][N:30]=[C:29]([C@:32]([OH:36])([C:34]#[CH:35])[CH3:33])[CH:28]=1, predict the reaction product. The product is: [OH:36][C@:32]([C:29]1[CH:28]=[C:27]([CH3:26])[O:31][N:30]=1)([CH3:33])[C:34]#[C:35][C:2]1[CH:3]=[CH:4][C:5]2[CH:11]3[CH2:10][CH:9]([CH2:12]3)[N:8]3[C:13]([CH2:19][C:20]4([CH3:24])[CH2:23][O:22][CH2:21]4)=[C:14]([C:16]([NH2:18])=[O:17])[N:15]=[C:7]3[C:6]=2[CH:25]=1. (7) Given the reactants Cl[C:2]1[S:3][CH:4]=[C:5]([Cl:7])[N:6]=1.C([O-])([O-])=O.[K+].[K+].[C:14]([CH2:16][C:17]([O:19][C:20]([CH3:23])([CH3:22])[CH3:21])=[O:18])#[N:15].Cl, predict the reaction product. The product is: [Cl:7][C:5]1[N:6]=[C:2]([CH:16]([C:14]#[N:15])[C:17]([O:19][C:20]([CH3:23])([CH3:22])[CH3:21])=[O:18])[S:3][CH:4]=1. (8) Given the reactants [NH:1]1[C:10]2[C:5](=[CH:6][CH:7]=[CH:8][CH:9]=2)[CH2:4][CH2:3][CH:2]1[CH2:11][N:12]1[CH2:17][CH2:16][N:15]([C:18]2[CH:23]=[CH:22][CH:21]=[CH:20][C:19]=2[O:24][CH2:25][C:26]([F:29])([F:28])[F:27])[CH2:14][CH2:13]1.[CH2:30]([CH:32]([CH2:36][CH3:37])[C:33](Cl)=[O:34])[CH3:31], predict the reaction product. The product is: [CH2:30]([CH:32]([CH2:36][CH3:37])[C:33]([N:1]1[C:10]2[C:5](=[CH:6][CH:7]=[CH:8][CH:9]=2)[CH2:4][CH2:3][CH:2]1[CH2:11][N:12]1[CH2:17][CH2:16][N:15]([C:18]2[CH:23]=[CH:22][CH:21]=[CH:20][C:19]=2[O:24][CH2:25][C:26]([F:28])([F:29])[F:27])[CH2:14][CH2:13]1)=[O:34])[CH3:31].